Task: Predict the reaction yield, written as a fraction of the theoretical maximum amount of product (1.0 means a 100% yield; for example, 0.34 means a 34% yield).. Dataset: Reaction yield outcomes from USPTO patents with 853,638 reactions (1) The reactants are [C:1]1([C:13]2[CH:18]=[CH:17][CH:16]=[CH:15][CH:14]=2)[CH:6]=[CH:5][CH:4]=[C:3]([C:7]#[C:8][Si](C)(C)C)[CH:2]=1.C([O-])([O-])=O.[Cs+].[Cs+]. The catalyst is CCO.C(Cl)Cl. The product is [C:7]([C:3]1[CH:2]=[C:1]([C:13]2[CH:18]=[CH:17][CH:16]=[CH:15][CH:14]=2)[CH:6]=[CH:5][CH:4]=1)#[CH:8]. The yield is 0.910. (2) The reactants are C(=O)(OC(C)(C)C)[O:2][C:3]1[C:4]2[CH:11]=[C:10]([CH2:12][CH2:13][NH:14][C:15]([O:17][C:18]([CH3:21])([CH3:20])[CH3:19])=[O:16])[S:9][C:5]=2[N:6]=[CH:7][N:8]=1.[NH4+].[OH-]. The catalyst is CO. The product is [OH:2][C:3]1[C:4]2[CH:11]=[C:10]([CH2:12][CH2:13][NH:14][C:15](=[O:16])[O:17][C:18]([CH3:20])([CH3:19])[CH3:21])[S:9][C:5]=2[N:6]=[CH:7][N:8]=1. The yield is 0.910.